This data is from Full USPTO retrosynthesis dataset with 1.9M reactions from patents (1976-2016). The task is: Predict the reactants needed to synthesize the given product. (1) The reactants are: [Cl:1][C:2]1[CH:3]=[C:4]([CH:12]([CH2:24][CH:25]2[CH2:29][CH2:28][CH2:27][CH2:26]2)[C:13]([NH:15][C:16]2[CH:21]=[N:20][C:19]([CH:22]=[O:23])=[CH:18][N:17]=2)=[O:14])[CH:5]=[CH:6][C:7]=1[S:8]([CH3:11])(=[O:10])=[O:9].[CH3:30][Mg]Cl. Given the product [Cl:1][C:2]1[CH:3]=[C:4]([CH:12]([CH2:24][CH:25]2[CH2:26][CH2:27][CH2:28][CH2:29]2)[C:13]([NH:15][C:16]2[CH:21]=[N:20][C:19]([CH:22]([OH:23])[CH3:30])=[CH:18][N:17]=2)=[O:14])[CH:5]=[CH:6][C:7]=1[S:8]([CH3:11])(=[O:9])=[O:10], predict the reactants needed to synthesize it. (2) Given the product [CH:8]([C:7]1[CH:10]=[CH:11][C:4]([C:1]([NH:13][C:14]2[N:15]=[N:16][NH:17][N:18]=2)=[O:2])=[CH:5][CH:6]=1)=[O:9], predict the reactants needed to synthesize it. The reactants are: [C:1]([C:4]1[CH:11]=[CH:10][C:7]([CH:8]=[O:9])=[CH:6][CH:5]=1)(O)=[O:2].O.[NH2:13][C:14]1[NH:18][N:17]=[N:16][N:15]=1. (3) Given the product [CH2:1]([O:4][CH2:5][CH2:6][O:7][CH2:8][CH2:9][O:10][CH2:11][CH2:12][O:13][CH2:14][CH2:15][O:16][C:17](=[O:23])[CH2:18][CH2:19][C:20]([OH:22])=[O:21])[CH:2]=[CH2:3], predict the reactants needed to synthesize it. The reactants are: [CH2:1]([O:4][CH2:5][CH2:6][O:7][CH2:8][CH2:9][O:10][CH2:11][CH2:12][O:13][CH2:14][CH2:15][OH:16])[CH:2]=[CH2:3].[C:17]1(=[O:23])[O:22][C:20](=[O:21])[CH2:19][CH2:18]1.N1C=CC=CC=1.Cl. (4) Given the product [OH:31][C:27]1[C:28]([CH3:30])=[CH:29][C:24]([C:14]2([C:10]3[CH:11]=[C:12]([CH3:13])[C:7]([OH:6])=[C:8]([CH3:40])[CH:9]=3)[C:22]3[C:17](=[CH:18][CH:19]=[CH:20][CH:21]=3)[N:16]([C:49]3[CH:48]=[CH:47][CH:46]=[C:45]([C:44]([F:55])([F:54])[F:43])[CH:50]=3)[C:15]2=[O:23])=[CH:25][C:26]=1[CH3:39], predict the reactants needed to synthesize it. The reactants are: C([Si](C)(C)[O:6][C:7]1[C:12]([CH3:13])=[CH:11][C:10]([C:14]2([C:24]3[CH:29]=[C:28]([CH3:30])[C:27]([O:31][Si](C(C)(C)C)(C)C)=[C:26]([CH3:39])[CH:25]=3)[C:22]3[C:17](=[CH:18][CH:19]=[CH:20][CH:21]=3)[NH:16][C:15]2=[O:23])=[CH:9][C:8]=1[CH3:40])(C)(C)C.[F:43][C:44]([F:55])([F:54])[C:45]1[CH:46]=[C:47](B(O)O)[CH:48]=[CH:49][CH:50]=1.C(N(CC)CC)C.[F-].C([N+](CCCC)(CCCC)CCCC)CCC.Cl. (5) Given the product [CH2:23]([N:12]1[C:13]2[C:14](=[N:15][CH:16]=[CH:17][CH:18]=2)[N:10]([C:7]2[CH:8]=[CH:9][C:4]([N+:1]([O-:3])=[O:2])=[CH:5][CH:6]=2)[C:11]1=[O:19])[CH3:24], predict the reactants needed to synthesize it. The reactants are: [N+:1]([C:4]1[CH:9]=[CH:8][C:7]([N:10]2[C:14]3=[N:15][CH:16]=[CH:17][CH:18]=[C:13]3[NH:12][C:11]2=[O:19])=[CH:6][CH:5]=1)([O-:3])=[O:2].[H-].[Na+].I[CH2:23][CH3:24].[Cl-].[Cl-].[Ca+2]. (6) Given the product [CH3:32][N:33]([CH3:39])[C@H:34]1[CH2:38][CH2:37][N:36]([C:2]2[C:3]([C:19]3[CH:24]=[CH:23][CH:22]=[CH:21][CH:20]=3)=[C:4]([CH3:18])[C:5]([C:16]#[N:17])=[C:6]3[C:10]=2[O:9][C:8]([C:11]2[O:12][CH:13]=[CH:14][CH:15]=2)=[N:7]3)[CH2:35]1, predict the reactants needed to synthesize it. The reactants are: F[C:2]1[C:3]([C:19]2[CH:24]=[CH:23][CH:22]=[CH:21][CH:20]=2)=[C:4]([CH3:18])[C:5]([C:16]#[N:17])=[C:6]2[C:10]=1[O:9][C:8]([C:11]1[O:12][CH:13]=[CH:14][CH:15]=1)=[N:7]2.C(N(CC)CC)C.[CH3:32][N:33]([CH3:39])[C@H:34]1[CH2:38][CH2:37][NH:36][CH2:35]1.C(OCC)(=O)C.